Task: Regression/Classification. Given a drug SMILES string, predict its absorption, distribution, metabolism, or excretion properties. Task type varies by dataset: regression for continuous measurements (e.g., permeability, clearance, half-life) or binary classification for categorical outcomes (e.g., BBB penetration, CYP inhibition). Dataset: cyp2d6_veith.. Dataset: CYP2D6 inhibition data for predicting drug metabolism from PubChem BioAssay (1) The compound is C[C@@]12C[C@@H]3S[C@@H]3C[C@H]1CC[C@@H]1[C@@H]2CC[C@@]2(C)[C@H](O)CC[C@H]12. The result is 0 (non-inhibitor). (2) The drug is O=C1C2ON(c3ccccc3)C(c3ccncc3)C2C(=O)N1c1ccccc1. The result is 0 (non-inhibitor). (3) The result is 0 (non-inhibitor). The molecule is CCC(=O)OCC(=O)[C@@]1(OC(=O)CC)[C@H](C)C[C@@H]2[C@H]3[C@@H](Cl)CC4=CC(=O)C=C[C@@]4(C)[C@H]3[C@@H](O)C[C@@]21C. (4) The molecule is O=C(Nc1ccccc1C(=O)Nc1ccc2c(c1)OCO2)c1ccco1. The result is 1 (inhibitor).